Dataset: Experimentally validated miRNA-target interactions with 360,000+ pairs, plus equal number of negative samples. Task: Binary Classification. Given a miRNA mature sequence and a target amino acid sequence, predict their likelihood of interaction. The miRNA is hsa-miR-5047 with sequence UUGCAGCUGCGGUUGUAAGGU. The protein sequence of the target gene is MRQPYLSSREVSSSRKRWRTFPVDCVAMCGDCVEKEYPNRGNTCLENGSFLLNFTGCAVCSKRDFMLITNKSLKEEDGEEIVTYDHLCKNCHHVIARHEYTFSIMDEFQEYTMLCLLCGKAEDTISILPDDPRQMTLLF. Result: 0 (no interaction).